From a dataset of NCI-60 drug combinations with 297,098 pairs across 59 cell lines. Regression. Given two drug SMILES strings and cell line genomic features, predict the synergy score measuring deviation from expected non-interaction effect. (1) Drug 1: CC1=CC2C(CCC3(C2CCC3(C(=O)C)OC(=O)C)C)C4(C1=CC(=O)CC4)C. Drug 2: C1=C(C(=O)NC(=O)N1)F. Cell line: NCI-H322M. Synergy scores: CSS=29.3, Synergy_ZIP=1.55, Synergy_Bliss=-1.32, Synergy_Loewe=-10.5, Synergy_HSA=-4.61. (2) Drug 1: CCN(CC)CCCC(C)NC1=C2C=C(C=CC2=NC3=C1C=CC(=C3)Cl)OC. Drug 2: CC1C(C(CC(O1)OC2CC(CC3=C2C(=C4C(=C3O)C(=O)C5=CC=CC=C5C4=O)O)(C(=O)C)O)N)O. Cell line: SNB-75. Synergy scores: CSS=43.9, Synergy_ZIP=-2.22, Synergy_Bliss=-0.732, Synergy_Loewe=2.32, Synergy_HSA=3.09. (3) Drug 1: CN(C)C1=NC(=NC(=N1)N(C)C)N(C)C. Drug 2: CC(C1=C(C=CC(=C1Cl)F)Cl)OC2=C(N=CC(=C2)C3=CN(N=C3)C4CCNCC4)N. Cell line: UO-31. Synergy scores: CSS=-1.01, Synergy_ZIP=-0.537, Synergy_Bliss=-3.20, Synergy_Loewe=-13.2, Synergy_HSA=-4.78. (4) Drug 1: CN1CCC(CC1)COC2=C(C=C3C(=C2)N=CN=C3NC4=C(C=C(C=C4)Br)F)OC. Drug 2: CCCS(=O)(=O)NC1=C(C(=C(C=C1)F)C(=O)C2=CNC3=C2C=C(C=N3)C4=CC=C(C=C4)Cl)F. Cell line: SNB-75. Synergy scores: CSS=5.34, Synergy_ZIP=-2.27, Synergy_Bliss=0.0956, Synergy_Loewe=-8.08, Synergy_HSA=-0.883.